This data is from Forward reaction prediction with 1.9M reactions from USPTO patents (1976-2016). The task is: Predict the product of the given reaction. (1) Given the reactants [I:1][C:2]1[CH:10]=[CH:9][C:5]([C:6]([OH:8])=O)=[CH:4][CH:3]=1.CCN(C(C)C)C(C)C.[CH3:20][NH:21][CH:22]1[CH2:27][CH2:26][N:25]([CH3:28])[CH2:24][CH2:23]1.O, predict the reaction product. The product is: [I:1][C:2]1[CH:3]=[CH:4][C:5]([C:6]([N:21]([CH3:20])[CH:22]2[CH2:27][CH2:26][N:25]([CH3:28])[CH2:24][CH2:23]2)=[O:8])=[CH:9][CH:10]=1. (2) Given the reactants [CH3:1][O:2][C:3]1[CH:4]=[C:5]([C:9]2([C:15]#[N:16])[CH2:14][CH2:13][NH:12][CH2:11][CH2:10]2)[CH:6]=[CH:7][CH:8]=1.[C:17]1(=O)[CH2:22][CH2:21][CH2:20][CH2:19][CH2:18]1.C(O[BH-](OC(=O)C)OC(=O)C)(=O)C.[Na+].C(=O)([O-])O.[Na+], predict the reaction product. The product is: [CH:17]1([N:12]2[CH2:13][CH2:14][C:9]([C:5]3[CH:6]=[CH:7][CH:8]=[C:3]([O:2][CH3:1])[CH:4]=3)([C:15]#[N:16])[CH2:10][CH2:11]2)[CH2:22][CH2:21][CH2:20][CH2:19][CH2:18]1. (3) Given the reactants [NH2:1][C:2]1[CH:7]=[C:6]([Cl:8])[C:5]([C:9]2[CH:14]=[CH:13][C:12]([N:15]([CH3:17])[CH3:16])=[CH:11][CH:10]=2)=[CH:4][C:3]=1[C:18]([O:20][CH3:21])=[O:19].[C:22](OC(=O)C)(=[O:24])[CH3:23], predict the reaction product. The product is: [C:22]([NH:1][C:2]1[CH:7]=[C:6]([Cl:8])[C:5]([C:9]2[CH:10]=[CH:11][C:12]([N:15]([CH3:16])[CH3:17])=[CH:13][CH:14]=2)=[CH:4][C:3]=1[C:18]([O:20][CH3:21])=[O:19])(=[O:24])[CH3:23]. (4) Given the reactants C(O[C:4]([C:6]1([CH2:19][CH2:20]C=O)[CH2:11][CH2:10][N:9]([C:12]([O:14][C:15]([CH3:18])([CH3:17])[CH3:16])=[O:13])[CH2:8][CH2:7]1)=[O:5])C.[CH3:23][CH:24]1[CH2:28][CH2:27][CH2:26][N:25]1[CH:29]1[CH2:33][CH2:32][C@H:31]([C:34]2[CH:39]=[CH:38][C:37]([NH2:40])=[CH:36][CH:35]=2)[CH2:30]1, predict the reaction product. The product is: [C:15]([O:14][C:12]([N:9]1[CH2:8][CH2:7][C:6]2([C:4](=[O:5])[N:40]([C:37]3[CH:38]=[CH:39][C:34]([CH:31]4[CH2:32][CH2:33][CH:29]([N:25]5[CH2:26][CH2:27][CH2:28][CH:24]5[CH3:23])[CH2:30]4)=[CH:35][CH:36]=3)[CH2:20][CH2:19]2)[CH2:11][CH2:10]1)=[O:13])([CH3:16])([CH3:17])[CH3:18]. (5) Given the reactants [OH:1][B:2]1[C:6]2[CH:7]=[C:8]([NH:11][S:12]([C:15]3[CH:20]=[CH:19][C:18]([NH:21]C(=O)C(F)(F)F)=[CH:17][C:16]=3[CH2:28][C:29]([O:31][CH2:32][CH3:33])=[O:30])(=[O:14])=[O:13])[CH:9]=[CH:10][C:5]=2[CH2:4][O:3]1.N, predict the reaction product. The product is: [NH2:21][C:18]1[CH:19]=[CH:20][C:15]([S:12](=[O:13])(=[O:14])[NH:11][C:8]2[CH:9]=[CH:10][C:5]3[CH2:4][O:3][B:2]([OH:1])[C:6]=3[CH:7]=2)=[C:16]([CH2:28][C:29]([O:31][CH2:32][CH3:33])=[O:30])[CH:17]=1. (6) Given the reactants [N:1]1[C:9]2[C:4](=[N:5][CH:6]=[CH:7][CH:8]=2)[N:3]([C:10]2[CH:15]=[CH:14][C:13]([CH2:16][C:17]([OH:19])=O)=[CH:12][CH:11]=2)[CH:2]=1.[CH3:20][N:21]([CH:33]1[CH2:38][CH2:37][N:36]([CH3:39])[CH2:35][CH2:34]1)[C:22]1[CH:27]=[CH:26][C:25]([NH2:28])=[CH:24][C:23]=1[C:29]([F:32])([F:31])[F:30], predict the reaction product. The product is: [N:1]1[C:9]2[C:4](=[N:5][CH:6]=[CH:7][CH:8]=2)[N:3]([C:10]2[CH:11]=[CH:12][C:13]([CH2:16][C:17]([NH:28][C:25]3[CH:26]=[CH:27][C:22]([N:21]([CH3:20])[CH:33]4[CH2:34][CH2:35][N:36]([CH3:39])[CH2:37][CH2:38]4)=[C:23]([C:29]([F:32])([F:30])[F:31])[CH:24]=3)=[O:19])=[CH:14][CH:15]=2)[CH:2]=1.